From a dataset of Reaction yield outcomes from USPTO patents with 853,638 reactions. Predict the reaction yield, written as a fraction of the theoretical maximum amount of product (1.0 means a 100% yield; for example, 0.34 means a 34% yield). The reactants are [CH2:1]([O:8][N:9]1[C:14](=[O:15])[CH:13]=[C:12](OS(C(F)(F)F)(=O)=O)[C:11]([C:24]([O:26][CH2:27][CH3:28])=[O:25])=[CH:10]1)[C:2]1[CH:7]=[CH:6][CH:5]=[CH:4][CH:3]=1.[Cl:29][C:30]1[CH:31]=[CH:32][C:33]([CH3:37])=[C:34]([CH:36]=1)[NH2:35].C1(P(C2C=CC=CC=2)C2C=CC3C(=CC=CC=3)C=2C2C3C(=CC=CC=3)C=CC=2P(C2C=CC=CC=2)C2C=CC=CC=2)C=CC=CC=1.C(=O)([O-])[O-].[Cs+].[Cs+].[Cl-].[NH4+]. The catalyst is C1(C)C=CC=CC=1.C([O-])(=O)C.[Pd+2].C([O-])(=O)C. The product is [CH2:1]([O:8][N:9]1[C:14](=[O:15])[CH:13]=[C:12]([NH:35][C:34]2[CH:36]=[C:30]([Cl:29])[CH:31]=[CH:32][C:33]=2[CH3:37])[C:11]([C:24]([O:26][CH2:27][CH3:28])=[O:25])=[CH:10]1)[C:2]1[CH:7]=[CH:6][CH:5]=[CH:4][CH:3]=1. The yield is 0.840.